This data is from Catalyst prediction with 721,799 reactions and 888 catalyst types from USPTO. The task is: Predict which catalyst facilitates the given reaction. (1) Reactant: [ClH:1].[NH:2](C(OC(C)(C)C)=O)[C@@H:3]([C:26]([O:28][C:29]([CH3:32])([CH3:31])[CH3:30])=[O:27])[CH2:4][CH2:5][C:6]([NH:8][C@@H:9]([C:20]([O:22][CH:23]([CH3:25])[CH3:24])=[O:21])[CH2:10][C:11]1[C:19]2[C:14](=[CH:15][CH:16]=[CH:17][CH:18]=2)[NH:13][CH:12]=1)=[O:7]. Product: [NH2:2][C@@H:3]([C:26]([O:28][C:29]([CH3:31])([CH3:30])[CH3:32])=[O:27])[CH2:4][CH2:5][C:6]([NH:8][C@@H:9]([C:20]([O:22][CH:23]([CH3:25])[CH3:24])=[O:21])[CH2:10][C:11]1[C:19]2[C:14](=[CH:15][CH:16]=[CH:17][CH:18]=2)[NH:13][CH:12]=1)=[O:7].[ClH:1]. The catalyst class is: 12. (2) Reactant: Cl[CH2:2][CH2:3][N:4]1[C:8]2[CH:9]=[CH:10][CH:11]=[CH:12][C:7]=2[N:6]=[C:5]1[CH3:13].[N+:14]([C:17]1[CH:18]=[N:19][NH:20][CH:21]=1)([O-:16])=[O:15].C([O-])([O-])=O.[Cs+].[Cs+]. Product: [CH3:13][C:5]1[N:4]([CH2:3][CH2:2][N:19]2[CH:18]=[C:17]([N+:14]([O-:16])=[O:15])[CH:21]=[N:20]2)[C:8]2[CH:9]=[CH:10][CH:11]=[CH:12][C:7]=2[N:6]=1. The catalyst class is: 23. (3) Reactant: [O:1]=[C:2]1[CH:7]2[CH:5]3[CH:6]2[CH2:8][CH:3]1[CH:4]3[C:9]1[NH:17][C:16]2[C:15](=[O:18])[N:14]([CH2:19][CH2:20][CH3:21])[C:13](=[O:22])[N:12]([CH2:23][CH2:24][CH3:25])[C:11]=2[N:10]=1.[NH2:26]OS(O)(=O)=O.C([O-])(O)=O.[Na+]. Product: [O:1]=[C:2]1[NH:26][CH:3]2[CH2:8][CH:6]3[CH:5]([CH:4]2[C:9]2[NH:17][C:16]4[C:15](=[O:18])[N:14]([CH2:19][CH2:20][CH3:21])[C:13](=[O:22])[N:12]([CH2:23][CH2:24][CH3:25])[C:11]=4[N:10]=2)[CH:7]13. The catalyst class is: 52. (4) Reactant: [N+:1]([C:4]1[CH:9]=[CH:8][C:7]([S:10][C:11]2[N:15]3[CH:16]=[CH:17][CH:18]=[CH:19][C:14]3=[N:13][N:12]=2)=[CH:6][CH:5]=1)([O-])=O.Cl.O.[OH-].[Na+]. Product: [N:13]1[N:12]=[C:11]([S:10][C:7]2[CH:8]=[CH:9][C:4]([NH2:1])=[CH:5][CH:6]=2)[N:15]2[CH:16]=[CH:17][CH:18]=[CH:19][C:14]=12. The catalyst class is: 8. (5) Reactant: [CH:1]([C:4]1[CH:8]=[C:7]([CH3:9])[N:6]([CH2:10][C:11]([O:13]CC)=[O:12])[N:5]=1)([CH3:3])[CH3:2].[Li+].[OH-].Cl. Product: [CH:1]([C:4]1[CH:8]=[C:7]([CH3:9])[N:6]([CH2:10][C:11]([OH:13])=[O:12])[N:5]=1)([CH3:3])[CH3:2]. The catalyst class is: 6. (6) Reactant: [N:1]1[CH:6]=[CH:5][CH:4]=[C:3]([C:7]2[CH:8]=[C:9]([OH:13])[CH:10]=[CH:11][CH:12]=2)[CH:2]=1.Br[C:15]([CH3:21])([CH3:20])[C:16]([O:18][CH3:19])=[O:17].C([O-])([O-])=O.[K+].[K+]. Product: [CH3:19][O:18][C:16](=[O:17])[C:15]([CH3:21])([O:13][C:9]1[CH:10]=[CH:11][CH:12]=[C:7]([C:3]2[CH:2]=[N:1][CH:6]=[CH:5][CH:4]=2)[CH:8]=1)[CH3:20]. The catalyst class is: 163. (7) Reactant: [OH-].[Na+].[S:3]1[CH:7]=[CH:6][C:5]([C:8]2[N:9]=[C:10]([CH2:13][CH2:14][CH2:15][CH2:16][C:17]([O:19]C)=[O:18])[O:11][CH:12]=2)=[CH:4]1.Cl. Product: [S:3]1[CH:7]=[CH:6][C:5]([C:8]2[N:9]=[C:10]([CH2:13][CH2:14][CH2:15][CH2:16][C:17]([OH:19])=[O:18])[O:11][CH:12]=2)=[CH:4]1. The catalyst class is: 72. (8) Reactant: [Cl:1][C:2]1[CH:7]=[CH:6][C:5]([C:8]2([OH:14])[CH2:13][CH2:12][NH:11][CH2:10][CH2:9]2)=[CH:4][CH:3]=1.C(=O)([O-])[O-].[K+].[K+]. Product: [CH2:4]([N:11]1[CH2:10][CH2:9][C:8]([C:5]2[CH:6]=[CH:7][C:2]([Cl:1])=[CH:3][CH:4]=2)([OH:14])[CH2:13][CH2:12]1)[CH2:3][C:2]#[CH:7]. The catalyst class is: 10. (9) Reactant: [Br:1][C:2]1[C:6]([Cl:7])=[C:5]([CH3:8])[NH:4][C:3]=1[C:9]([NH:11][C@@H:12]1[CH2:17][CH2:16][N:15](C(OCC)=O)[CH2:14][C@@H:13]1[O:23][CH3:24])=[O:10].[OH-].[Na+]. Product: [ClH:7].[Br:1][C:2]1[C:6]([Cl:7])=[C:5]([CH3:8])[NH:4][C:3]=1[C:9]([NH:11][C@@H:12]1[CH2:17][CH2:16][NH:15][CH2:14][C@@H:13]1[O:23][CH3:24])=[O:10]. The catalyst class is: 14. (10) Reactant: [CH2:1]([N:8]1[C:16]2[C:11](=[CH:12][C:13]([NH:17][C:18]3[N:19]=[N:20][C:21](Cl)=[CH:22][C:23]=3[C:24]([O:26][CH3:27])=[O:25])=[CH:14][CH:15]=2)[CH:10]=[CH:9]1)[C:2]1[CH:7]=[CH:6][CH:5]=[CH:4][CH:3]=1.O.[CH:30]1(B(O)O)[CH2:32][CH2:31]1.C1(P(C2CCCCC2)C2C=CC=CC=2C2C(OC)=CC=CC=2OC)CCCCC1.P([O-])([O-])([O-])=O.[K+].[K+].[K+]. Product: [CH2:1]([N:8]1[C:16]2[C:11](=[CH:12][C:13]([NH:17][C:18]3[N:19]=[N:20][C:21]([CH:30]4[CH2:32][CH2:31]4)=[CH:22][C:23]=3[C:24]([O:26][CH3:27])=[O:25])=[CH:14][CH:15]=2)[CH:10]=[CH:9]1)[C:2]1[CH:7]=[CH:6][CH:5]=[CH:4][CH:3]=1. The catalyst class is: 487.